Dataset: Full USPTO retrosynthesis dataset with 1.9M reactions from patents (1976-2016). Task: Predict the reactants needed to synthesize the given product. (1) Given the product [Cl:10][C:6]1[C:3]([CH:4]=[O:5])=[C:2]([N:12]2[CH2:13][CH2:14][C:15]3[N:23]4[C:18]([CH2:19][CH2:20][CH2:21][CH2:22]4)=[CH:17][C:16]=3[C:11]2=[O:24])[N:9]=[CH:8][CH:7]=1, predict the reactants needed to synthesize it. The reactants are: Br[C:2]1[N:9]=[CH:8][CH:7]=[C:6]([Cl:10])[C:3]=1[CH:4]=[O:5].[C:11]1(=[O:24])[C:16]2[CH:17]=[C:18]3[N:23]([C:15]=2[CH2:14][CH2:13][NH:12]1)[CH2:22][CH2:21][CH2:20][CH2:19]3.CC1(C)C2C(=C(P(C3C=CC=CC=3)C3C=CC=CC=3)C=CC=2)OC2C(P(C3C=CC=CC=3)C3C=CC=CC=3)=CC=CC1=2.C([O-])(=O)C.[K+]. (2) Given the product [C:21]([O:20][C:18]([N:15]1[CH2:16][CH2:17][CH:12]([O:11][C:2]2[CH:7]=[CH:6][C:5]([N+:8]([O-:10])=[O:9])=[CH:4][CH:3]=2)[CH2:13][CH2:14]1)=[O:19])([CH3:24])([CH3:22])[CH3:23], predict the reactants needed to synthesize it. The reactants are: F[C:2]1[CH:7]=[CH:6][C:5]([N+:8]([O-:10])=[O:9])=[CH:4][CH:3]=1.[OH:11][CH:12]1[CH2:17][CH2:16][N:15]([C:18]([O:20][C:21]([CH3:24])([CH3:23])[CH3:22])=[O:19])[CH2:14][CH2:13]1. (3) Given the product [C:2]([O:6][C:7](=[O:13])[NH:8][CH2:9][C@@H:10]([NH:12][C:16](=[O:17])[C@@H:15]([Br:14])[CH3:19])[CH3:11])([CH3:3])([CH3:5])[CH3:4], predict the reactants needed to synthesize it. The reactants are: Cl.[C:2]([O:6][C:7](=[O:13])[NH:8][CH2:9][C@@H:10]([NH2:12])[CH3:11])([CH3:5])([CH3:4])[CH3:3].[Br:14][C@@H:15]([CH3:19])[C:16](O)=[O:17].Cl.C(N=C=NCCCN(C)C)C.O.ON1C2C=CC=CC=2N=N1.C(N1CCOCC1)C. (4) Given the product [OH:37][C:14]1[CH:13]=[C:12]([OH:11])[CH:17]=[CH:16][C:15]=1[C:18]([NH:19][C:20]1[CH:25]=[C:24]([C:26]2[CH:31]=[CH:30][CH:29]=[CH:28][CH:27]=2)[CH:23]=[CH:22][C:21]=1[C:32]([O:34][CH3:35])=[O:33])=[O:36], predict the reactants needed to synthesize it. The reactants are: C[O-].[Na+].CO.CO.C([O:11][C:12]1[CH:17]=[CH:16][C:15]([C:18](=[O:36])[NH:19][C:20]2[CH:25]=[C:24]([C:26]3[CH:31]=[CH:30][CH:29]=[CH:28][CH:27]=3)[CH:23]=[CH:22][C:21]=2[C:32]([O:34][CH3:35])=[O:33])=[C:14]([O:37]C(=O)C)[CH:13]=1)(=O)C.Cl. (5) Given the product [CH2:4]([NH:5][CH2:6][CH3:7])[CH3:9].[CH:27]1([C:25]2[N:2]([C:4]3[CH:9]=[CH:8][C:7]([S:10]([CH3:13])(=[O:11])=[O:12])=[CH:6][N:5]=3)[N:3]=[C:23]([C:22]([F:21])([F:34])[F:35])[CH:24]=2)[CH2:32][CH2:31][CH2:30][CH2:29][CH2:28]1, predict the reactants needed to synthesize it. The reactants are: Cl.[NH:2]([C:4]1[CH:9]=[CH:8][C:7]([S:10]([CH3:13])(=[O:12])=[O:11])=[CH:6][N:5]=1)[NH2:3].C(O)(C(F)(F)F)=O.[F:21][C:22]([F:35])([F:34])[C:23](=O)[CH2:24][C:25]([CH:27]1[CH2:32][CH2:31][CH2:30][CH2:29][CH2:28]1)=O.